This data is from Catalyst prediction with 721,799 reactions and 888 catalyst types from USPTO. The task is: Predict which catalyst facilitates the given reaction. (1) Reactant: [C:1]([O:5][C:6](=[O:22])[NH:7][C@H:8]1[CH2:11][C@H:10]([NH:12][C:13]2S[C:15]3[CH:21]=[CH:20][CH:19]=[CH:18][C:16]=3[N:17]=2)[CH2:9]1)([CH3:4])([CH3:3])[CH3:2].FC(F)(F)C(O)=O.Cl[C:31]1C([N+]([O-])=O)=C(Cl)N=C[N:32]=1.C(=O)([O-])[O-].[K+].[K+]. Product: [C:1]([O:5][C:6](=[O:22])[NH:7][C@H:8]1[CH2:11][C@H:10]([NH:12][C:13]2[N:32]=[CH:31][C:15]3[C:16](=[CH:18][CH:19]=[CH:20][CH:21]=3)[N:17]=2)[CH2:9]1)([CH3:4])([CH3:3])[CH3:2]. The catalyst class is: 46. (2) Reactant: Cl.N[C:3]1[CH:7]=[CH:6][NH:5][C:4]=1[C:8]([O:10][CH2:11][CH3:12])=[O:9].[BrH:13].N([O-])=O.[Na+]. Product: [Br:13][C:3]1[CH:7]=[CH:6][NH:5][C:4]=1[C:8]([O:10][CH2:11][CH3:12])=[O:9]. The catalyst class is: 6. (3) Reactant: C[O:2][C:3](=[O:35])[CH2:4][C:5]1[C:13]2[C:8](=[CH:9][CH:10]=[CH:11][CH:12]=2)[NH:7][C:6]=1[C:14]1[CH:19]=[CH:18][C:17]([Cl:20])=[C:16]([S:21](=[O:34])(=[O:33])[NH:22][CH2:23][CH2:24][C:25]2[CH:30]=[CH:29][CH:28]=[CH:27][C:26]=2[O:31][CH3:32])[CH:15]=1.O.[OH-].[Li+]. Product: [Cl:20][C:17]1[CH:18]=[CH:19][C:14]([C:6]2[NH:7][C:8]3[C:13]([C:5]=2[CH2:4][C:3]([OH:35])=[O:2])=[CH:12][CH:11]=[CH:10][CH:9]=3)=[CH:15][C:16]=1[S:21](=[O:33])(=[O:34])[NH:22][CH2:23][CH2:24][C:25]1[CH:30]=[CH:29][CH:28]=[CH:27][C:26]=1[O:31][CH3:32]. The catalyst class is: 24. (4) Reactant: C[O:2][C:3](=[O:30])[CH2:4][C:5]1[C:13]2[C:8](=[N:9][CH:10]=[CH:11][CH:12]=2)[N:7]([CH2:14][C:15]2[CH:20]=[CH:19][C:18]([S:21]([CH3:24])(=[O:23])=[O:22])=[CH:17][C:16]=2[C:25]([F:28])([F:27])[F:26])[C:6]=1[CH3:29].C1COCC1.[OH-].[Na+]. Product: [CH3:24][S:21]([C:18]1[CH:19]=[CH:20][C:15]([CH2:14][N:7]2[C:8]3=[N:9][CH:10]=[CH:11][CH:12]=[C:13]3[C:5]([CH2:4][C:3]([OH:30])=[O:2])=[C:6]2[CH3:29])=[C:16]([C:25]([F:28])([F:27])[F:26])[CH:17]=1)(=[O:22])=[O:23]. The catalyst class is: 6. (5) Reactant: [CH:1]1([NH:7][C:8]2[CH:15]=[CH:14][C:11]([C:12]#[N:13])=[CH:10][C:9]=2[N+:16]([O-:18])=[O:17])[CH2:6][CH2:5][CH2:4][CH2:3][CH2:2]1.[Sn]([N:23]=[N+:24]=[N-:25])(C)(C)C. Product: [CH:1]1([NH:7][C:8]2[CH:15]=[CH:14][C:11]([C:12]3[NH:25][N:24]=[N:23][N:13]=3)=[CH:10][C:9]=2[N+:16]([O-:18])=[O:17])[CH2:2][CH2:3][CH2:4][CH2:5][CH2:6]1. The catalyst class is: 11. (6) Reactant: [N:1]([O-])=O.[Na+].[NH2:5][C:6]1[C:7]([OH:21])=[C:8]([C:12]2[CH:17]=[CH:16][CH:15]=[C:14]([C:18]([OH:20])=[O:19])[CH:13]=2)[CH:9]=[CH:10][CH:11]=1.[CH3:22][C:23]1[NH:24][N:25]([C:29]2[N:34]=[C:33]([C:35]([F:38])([F:37])[F:36])[CH:32]=[CH:31][N:30]=2)[C:26](=[O:28])[CH:27]=1.C(=O)([O-])O.[Na+]. Product: [CH3:22][C:23]1[C:27](=[N:1][NH:5][C:6]2[C:7]([OH:21])=[C:8]([C:12]3[CH:17]=[CH:16][CH:15]=[C:14]([C:18]([OH:20])=[O:19])[CH:13]=3)[CH:9]=[CH:10][CH:11]=2)[C:26](=[O:28])[N:25]([C:29]2[N:34]=[C:33]([C:35]([F:38])([F:36])[F:37])[CH:32]=[CH:31][N:30]=2)[N:24]=1. The catalyst class is: 502. (7) Reactant: [C:1]([Br:5])(Br)(Br)[Br:2].C1C=CC(P(C2C=CC=CC=2)C2C=CC=CC=2)=CC=1.[CH:25]([C:27]1[CH:28]=[C:29]([CH2:34][C:35]([O:37][CH3:38])=[O:36])[CH:30]=[CH:31][C:32]=1[OH:33])=O.CCN(CC)CC. Product: [Br:2][C:1]([Br:5])=[CH:25][C:27]1[CH:28]=[C:29]([CH2:34][C:35]([O:37][CH3:38])=[O:36])[CH:30]=[CH:31][C:32]=1[OH:33]. The catalyst class is: 34. (8) Reactant: [CH3:1][C@H:2]1[CH2:11][CH2:10][C@@H:9]2[C@:4]([CH3:14])([CH2:5][CH2:6][CH2:7][C:8]2([CH3:13])[CH3:12])[C@H:3]1[CH2:15][C:16]([C:18]1[CH:23]=[C:22]([O:24][CH3:25])[CH:21]=[C:20]([O:26]C)[CH:19]=1)=[O:17].B(Br)(Br)Br.CO. Product: [CH3:1][C@H:2]1[CH2:11][CH2:10][C@@H:9]2[C@:4]([CH3:14])([CH2:5][CH2:6][CH2:7][C:8]2([CH3:13])[CH3:12])[C@H:3]1[CH2:15][C:16]([C:18]1[CH:23]=[C:22]([O:24][CH3:25])[CH:21]=[C:20]([OH:26])[CH:19]=1)=[O:17].[CH3:1][C@H:2]1[CH2:11][CH2:10][C@@H:9]2[C@:4]([CH3:14])([CH2:5][CH2:6][CH2:7][C:8]2([CH3:13])[CH3:12])[C@H:3]1[CH2:15][C:16]([C:18]1[CH:19]=[C:20]([OH:26])[CH:21]=[C:22]([OH:24])[CH:23]=1)=[O:17]. The catalyst class is: 2. (9) Reactant: Br[C:2]1[CH:3]=[C:4]([CH:8]=[C:9]([O:11][C:12]([F:15])([F:14])[F:13])[CH:10]=1)[C:5]([OH:7])=[O:6].[CH3:16][N:17](C=O)C. Product: [C:16]([C:2]1[CH:3]=[C:4]([CH:8]=[C:9]([O:11][C:12]([F:15])([F:14])[F:13])[CH:10]=1)[C:5]([OH:7])=[O:6])#[N:17]. The catalyst class is: 267. (10) Reactant: [CH2:1]([N:8]1[CH2:13][CH2:12][CH2:11][C@@H:10]([NH:14][C:15](=O)OC(C)(C)C)[CH2:9]1)[C:2]1[CH:7]=[CH:6][CH:5]=[CH:4][CH:3]=1.[H-].[H-].[H-].[H-].[Li+].[Al+3].[OH-].[Na+]. Product: [CH2:1]([N:8]1[CH2:13][CH2:12][CH2:11][C@@H:10]([NH:14][CH3:15])[CH2:9]1)[C:2]1[CH:3]=[CH:4][CH:5]=[CH:6][CH:7]=1. The catalyst class is: 49.